From a dataset of Full USPTO retrosynthesis dataset with 1.9M reactions from patents (1976-2016). Predict the reactants needed to synthesize the given product. (1) Given the product [Cl:1][C:2]1[CH:3]=[C:4]([CH:9]([C:24]([F:26])([F:25])[F:27])/[CH:10]=[CH:11]/[C:12]2[CH:13]=[CH:14][C:15]([N:19]3[CH:23]=[N:22][CH:21]=[N:20]3)=[C:16]([CH:18]=2)[NH:17][CH3:28])[CH:5]=[C:6]([Cl:8])[CH:7]=1, predict the reactants needed to synthesize it. The reactants are: [Cl:1][C:2]1[CH:3]=[C:4]([CH:9]([C:24]([F:27])([F:26])[F:25])/[CH:10]=[CH:11]/[C:12]2[CH:13]=[CH:14][C:15]([N:19]3[CH:23]=[N:22][CH:21]=[N:20]3)=[C:16]([CH:18]=2)[NH2:17])[CH:5]=[C:6]([Cl:8])[CH:7]=1.[CH3:28]I. (2) Given the product [CH:15]([NH:19][SiH:2]1[N:6]([C:7]([CH3:10])([CH3:9])[CH3:8])[CH:5]=[CH:4][N:3]1[C:11]([CH3:14])([CH3:13])[CH3:12])([CH2:17][CH3:18])[CH3:16], predict the reactants needed to synthesize it. The reactants are: Cl[SiH:2]1[N:6]([C:7]([CH3:10])([CH3:9])[CH3:8])[CH:5]=[CH:4][N:3]1[C:11]([CH3:14])([CH3:13])[CH3:12].[CH:15]([NH2:19])([CH2:17][CH3:18])[CH3:16].